From a dataset of Forward reaction prediction with 1.9M reactions from USPTO patents (1976-2016). Predict the product of the given reaction. (1) Given the reactants [F:1][C:2]1[CH:7]=[C:6]([CH:8]2OC(C)(C)C(C)(C)O2)[CH:5]=[CH:4][C:3]=1[C:17]1[CH:26]=[N:25][C:24]2[NH:23][CH2:22][CH2:21][O:20][C:19]=2[CH:18]=1.Br[C:28]1[CH:33]=[CH:32][CH:31]=C[C:29]=1[S:34]([CH3:37])(=[O:36])=[O:35], predict the reaction product. The product is: [F:1][C:2]1[CH:7]=[C:6]([C:8]2[CH:31]=[CH:32][CH:33]=[CH:28][C:29]=2[S:34]([CH3:37])(=[O:36])=[O:35])[CH:5]=[CH:4][C:3]=1[C:17]1[CH:26]=[N:25][C:24]2[NH:23][CH2:22][CH2:21][O:20][C:19]=2[CH:18]=1. (2) The product is: [CH3:1][C:2]1[CH:7]=[CH:6][C:5]([CH3:8])=[CH:4][C:3]=1[CH2:9][C:10]([N:19]1[CH2:23][CH2:22][C:21]([C:24]2[CH:29]=[CH:28][C:27]([OH:30])=[CH:26][CH:25]=2)=[N:20]1)=[O:12]. Given the reactants [CH3:1][C:2]1[CH:7]=[CH:6][C:5]([CH3:8])=[CH:4][C:3]=1[CH2:9][C:10]([OH:12])=O.C(Cl)(=O)C(Cl)=O.[NH:19]1[CH2:23][CH2:22][C:21]([C:24]2[CH:29]=[CH:28][C:27]([OH:30])=[CH:26][CH:25]=2)=[N:20]1, predict the reaction product.